This data is from Full USPTO retrosynthesis dataset with 1.9M reactions from patents (1976-2016). The task is: Predict the reactants needed to synthesize the given product. (1) Given the product [Cl:43][C:10]1[C:4]2[CH:3]=[C:2]([Cl:1])[CH:31]=[CH:30][C:5]=2[N:6]([CH2:21][C:22]2[CH:23]=[CH:24][C:25]([O:28][CH3:29])=[CH:26][CH:27]=2)[C:7](=[O:20])[CH:8]([CH2:12][C:13]2[CH:18]=[CH:17][CH:16]=[CH:15][C:14]=2[Cl:19])[N:9]=1, predict the reactants needed to synthesize it. The reactants are: [Cl:1][C:2]1[CH:31]=[CH:30][C:5]2[N:6]([CH2:21][C:22]3[CH:27]=[CH:26][C:25]([O:28][CH3:29])=[CH:24][CH:23]=3)[C:7](=[O:20])[CH:8]([CH2:12][C:13]3[CH:18]=[CH:17][CH:16]=[CH:15][C:14]=3[Cl:19])[NH:9][C:10](=O)[C:4]=2[CH:3]=1.CN(C)C1C=CC=CC=1.P(Cl)(Cl)([Cl:43])=O. (2) The reactants are: [Si:1]([O:8][CH2:9][C:10]1[C:11]([F:29])=[C:12]([N:16]2[CH2:21][CH2:20][C:19]([C:23]3[CH:24]=[N:25][CH:26]=[CH:27][CH:28]=3)(O)[CH2:18][CH2:17]2)[CH:13]=[CH:14][CH:15]=1)([C:4]([CH3:7])([CH3:6])[CH3:5])([CH3:3])[CH3:2].ClCCl.CS(Cl)(=O)=O. Given the product [Si:1]([O:8][CH2:9][C:10]1[C:11]([F:29])=[C:12]([N:16]2[CH2:17][CH:18]=[C:19]([C:23]3[CH:24]=[N:25][CH:26]=[CH:27][CH:28]=3)[CH2:20][CH2:21]2)[CH:13]=[CH:14][CH:15]=1)([C:4]([CH3:7])([CH3:5])[CH3:6])([CH3:3])[CH3:2], predict the reactants needed to synthesize it. (3) Given the product [CH2:13]([N:16]1[C:6]2[CH2:7][CH2:8][CH2:9][C:10](=[O:11])[C:5]=2[N:4]=[C:1]1[CH3:2])[CH:14]=[CH2:15], predict the reactants needed to synthesize it. The reactants are: [C:1]([NH:4][C:5]1[C:6](=O)[CH2:7][CH2:8][CH2:9][C:10]=1[OH:11])(=O)[CH3:2].[CH2:13]([NH2:16])[CH:14]=[CH2:15].Cl.C(=O)([O-])O. (4) The reactants are: [CH:1]1([OH:10])[C:9]2[C:4](=[CH:5][CH:6]=[CH:7][CH:8]=2)[CH2:3][CH2:2]1.CN(C)CCN(C)C.[Li]CCCC.[Br:24]C(F)(F)C(F)(F)Br.C(OC(=O)C)(=O)C.[OH-].[K+]. Given the product [Br:24][C:8]1[CH:7]=[CH:6][CH:5]=[C:4]2[C:9]=1[CH:1]([OH:10])[CH2:2][CH2:3]2, predict the reactants needed to synthesize it. (5) Given the product [CH2:8]([O:18][CH:19]1[CH2:24][CH2:23][CH2:22][CH2:21][O:20]1)[CH2:9][CH2:10][CH2:11][CH2:12][CH2:13][CH2:14][CH2:15][C:16]#[C:17][C:1]#[C:2][CH2:3][CH3:4], predict the reactants needed to synthesize it. The reactants are: [CH2:1](N)[CH2:2][CH2:3][CH3:4].[BH4-].[Na+].[CH2:8]([O:18][CH:19]1[CH2:24][CH2:23][CH2:22][CH2:21][O:20]1)[CH2:9][CH2:10][CH2:11][CH2:12][CH2:13][CH2:14][CH2:15][C:16]#[CH:17].BrC#CCC. (6) The reactants are: [Br:1][CH:2]([C:4]1[CH:12]=[CH:11][C:7]([C:8]([OH:10])=[O:9])=[CH:6][CH:5]=1)[CH3:3].[CH3:13][Si](C=[N+]=[N-])(C)C. Given the product [CH3:13][O:9][C:8](=[O:10])[C:7]1[CH:11]=[CH:12][C:4]([CH:2]([Br:1])[CH3:3])=[CH:5][CH:6]=1, predict the reactants needed to synthesize it.